From a dataset of Full USPTO retrosynthesis dataset with 1.9M reactions from patents (1976-2016). Predict the reactants needed to synthesize the given product. Given the product [CH:13]([N:16]1[CH2:21][CH2:20][N:19]([C:2]2[S:3][C:4]3[CH:10]=[C:9]([OH:11])[CH:8]=[CH:7][C:5]=3[N:6]=2)[CH2:18][CH2:17]1)([CH3:15])[CH3:14], predict the reactants needed to synthesize it. The reactants are: Br[C:2]1[S:3][C:4]2[CH:10]=[C:9]([OH:11])[CH:8]=[CH:7][C:5]=2[N:6]=1.Cl.[CH:13]([N:16]1[CH2:21][CH2:20][NH:19][CH2:18][CH2:17]1)([CH3:15])[CH3:14].C(=O)([O-])[O-].[K+].[K+].